From a dataset of Catalyst prediction with 721,799 reactions and 888 catalyst types from USPTO. Predict which catalyst facilitates the given reaction. (1) Reactant: [Li]CCCC.C(NC(C)C)(C)C.[CH3:13][CH2:14][O:15][C:16]([CH3:18])=[O:17].CON(C)[C:22]([C:24]1[CH:25]=[N:26][CH:27]=[N:28][CH:29]=1)=[O:23].Cl. Product: [CH2:14]([O:15][C:16](=[O:17])[CH2:18][C:22](=[O:23])[C:24]1[CH:25]=[N:26][CH:27]=[N:28][CH:29]=1)[CH3:13]. The catalyst class is: 1. (2) Reactant: C1N=CN([C:6](N2C=NC=C2)=[O:7])C=1.[I:13][C:14]1[CH:15]=[C:16]([CH:21]=[CH:22][CH:23]=1)[C:17]([NH:19][NH2:20])=[O:18].C(N(CC)CC)C. Product: [I:13][C:14]1[CH:15]=[C:16]([C:17]2[O:18][C:6](=[O:7])[NH:20][N:19]=2)[CH:21]=[CH:22][CH:23]=1. The catalyst class is: 1. (3) Reactant: [F:1][C:2]1([F:15])[O:6][C:5]2[CH:7]=[CH:8][C:9]([NH:11][CH2:12][C:13]#[CH:14])=[CH:10][C:4]=2[O:3]1.[N:16]([C:19]([O:21][CH2:22][CH3:23])=[O:20])=[C:17]=[S:18]. Product: [F:15][C:2]1([F:1])[O:6][C:5]2[CH:7]=[CH:8][C:9]([N:11]3[CH2:12][C:13](=[CH2:14])[S:18]/[C:17]/3=[N:16]\[C:19](=[O:20])[O:21][CH2:22][CH3:23])=[CH:10][C:4]=2[O:3]1. The catalyst class is: 1.